Dataset: Catalyst prediction with 721,799 reactions and 888 catalyst types from USPTO. Task: Predict which catalyst facilitates the given reaction. (1) Reactant: [C:1]([O:4][C@@H:5]1[CH2:21][C:20]2[C@@:8]([CH2:24][OH:25])([CH:9]3[CH:17]([CH2:18][CH:19]=2)[CH:16]2[C@@:12]([CH3:23])([C:13](=[O:22])[CH2:14][CH2:15]2)[CH2:11][CH2:10]3)[CH2:7][CH2:6]1)(=[O:3])[CH3:2].[H][H]. Product: [C:1]([O:4][C@@H:5]1[CH2:21][CH:20]2[C@@:8]([CH2:24][OH:25])([CH:9]3[CH:17]([CH2:18][CH2:19]2)[CH:16]2[C@@:12]([CH3:23])([C:13](=[O:22])[CH2:14][CH2:15]2)[CH2:11][CH2:10]3)[CH2:7][CH2:6]1)(=[O:3])[CH3:2]. The catalyst class is: 19. (2) Reactant: F[C:2]1[CH:7]=[C:6]([C:8]2[N:9]([CH3:22])[C:10]([S:20][CH3:21])=[N:11][C:12]=2[C:13]2[CH:18]=[CH:17][C:16]([F:19])=[CH:15][CH:14]=2)[CH:5]=[CH:4][N:3]=1.[NH2:23][CH2:24][CH:25]([OH:27])[CH3:26]. Product: [F:19][C:16]1[CH:17]=[CH:18][C:13]([C:12]2[N:11]=[C:10]([S:20][CH3:21])[N:9]([CH3:22])[C:8]=2[C:6]2[CH:5]=[CH:4][N:3]=[C:2]([NH:23][CH2:24][CH:25]([OH:27])[CH3:26])[CH:7]=2)=[CH:14][CH:15]=1. The catalyst class is: 13. (3) Reactant: [Cl:1][C:2]1[C:10]([CH3:11])=[CH:9][C:5]([C:6]([OH:8])=[O:7])=[CH:4][N:3]=1.C[Si](C)(C)Cl.[CH:17](O)([CH3:19])[CH3:18]. Product: [CH:17]([O:7][C:6](=[O:8])[C:5]1[CH:9]=[C:10]([CH3:11])[C:2]([Cl:1])=[N:3][CH:4]=1)([CH3:19])[CH3:18]. The catalyst class is: 27. (4) The catalyst class is: 5. Reactant: [Br:1][C:2]1[C:3]([CH3:10])=[C:4]([NH:8][NH2:9])[CH:5]=[CH:6][CH:7]=1.C(O[CH:14]=[C:15]([C:18]#[N:19])[C:16]#[N:17])C.C(N(C(C)C)C(C)C)C. Product: [NH2:19][C:18]1[N:8]([C:4]2[CH:5]=[CH:6][CH:7]=[C:2]([Br:1])[C:3]=2[CH3:10])[N:9]=[CH:14][C:15]=1[C:16]#[N:17].